Task: Regression. Given a peptide amino acid sequence and an MHC pseudo amino acid sequence, predict their binding affinity value. This is MHC class I binding data.. Dataset: Peptide-MHC class I binding affinity with 185,985 pairs from IEDB/IMGT The peptide sequence is TNKFAAICTH. The MHC is HLA-A68:01 with pseudo-sequence HLA-A68:01. The binding affinity (normalized) is 0.450.